This data is from NCI-60 drug combinations with 297,098 pairs across 59 cell lines. The task is: Regression. Given two drug SMILES strings and cell line genomic features, predict the synergy score measuring deviation from expected non-interaction effect. (1) Drug 1: C1=CN(C(=O)N=C1N)C2C(C(C(O2)CO)O)O.Cl. Drug 2: C1CNP(=O)(OC1)N(CCCl)CCCl. Cell line: T-47D. Synergy scores: CSS=0.600, Synergy_ZIP=0.576, Synergy_Bliss=2.16, Synergy_Loewe=-2.79, Synergy_HSA=-0.837. (2) Drug 1: C1=NC(=NC(=O)N1C2C(C(C(O2)CO)O)O)N. Drug 2: CC1=C(N=C(N=C1N)C(CC(=O)N)NCC(C(=O)N)N)C(=O)NC(C(C2=CN=CN2)OC3C(C(C(C(O3)CO)O)O)OC4C(C(C(C(O4)CO)O)OC(=O)N)O)C(=O)NC(C)C(C(C)C(=O)NC(C(C)O)C(=O)NCCC5=NC(=CS5)C6=NC(=CS6)C(=O)NCCC[S+](C)C)O. Cell line: HOP-62. Synergy scores: CSS=56.9, Synergy_ZIP=2.29, Synergy_Bliss=4.40, Synergy_Loewe=-11.1, Synergy_HSA=5.81. (3) Drug 1: CC1=C2C(C(=O)C3(C(CC4C(C3C(C(C2(C)C)(CC1OC(=O)C(C(C5=CC=CC=C5)NC(=O)OC(C)(C)C)O)O)OC(=O)C6=CC=CC=C6)(CO4)OC(=O)C)OC)C)OC. Drug 2: CNC(=O)C1=NC=CC(=C1)OC2=CC=C(C=C2)NC(=O)NC3=CC(=C(C=C3)Cl)C(F)(F)F. Cell line: KM12. Synergy scores: CSS=75.5, Synergy_ZIP=0.950, Synergy_Bliss=-0.527, Synergy_Loewe=2.41, Synergy_HSA=4.35. (4) Drug 2: CS(=O)(=O)CCNCC1=CC=C(O1)C2=CC3=C(C=C2)N=CN=C3NC4=CC(=C(C=C4)OCC5=CC(=CC=C5)F)Cl. Synergy scores: CSS=63.8, Synergy_ZIP=-0.313, Synergy_Bliss=2.16, Synergy_Loewe=-29.9, Synergy_HSA=1.58. Cell line: A549. Drug 1: CC=C1C(=O)NC(C(=O)OC2CC(=O)NC(C(=O)NC(CSSCCC=C2)C(=O)N1)C(C)C)C(C)C. (5) Synergy scores: CSS=3.54, Synergy_ZIP=-1.78, Synergy_Bliss=-3.38, Synergy_Loewe=-38.6, Synergy_HSA=-4.37. Drug 2: C1=NC(=NC(=O)N1C2C(C(C(O2)CO)O)O)N. Drug 1: CN(C)C1=NC(=NC(=N1)N(C)C)N(C)C. Cell line: PC-3. (6) Drug 1: CCC1(CC2CC(C3=C(CCN(C2)C1)C4=CC=CC=C4N3)(C5=C(C=C6C(=C5)C78CCN9C7C(C=CC9)(C(C(C8N6C)(C(=O)OC)O)OC(=O)C)CC)OC)C(=O)OC)O.OS(=O)(=O)O. Drug 2: CC1C(C(CC(O1)OC2CC(CC3=C2C(=C4C(=C3O)C(=O)C5=CC=CC=C5C4=O)O)(C(=O)C)O)N)O. Cell line: A549. Synergy scores: CSS=56.0, Synergy_ZIP=-5.82, Synergy_Bliss=-3.28, Synergy_Loewe=-1.02, Synergy_HSA=0.404. (7) Drug 1: CC1OCC2C(O1)C(C(C(O2)OC3C4COC(=O)C4C(C5=CC6=C(C=C35)OCO6)C7=CC(=C(C(=C7)OC)O)OC)O)O. Drug 2: CC1=C(C=C(C=C1)C(=O)NC2=CC(=CC(=C2)C(F)(F)F)N3C=C(N=C3)C)NC4=NC=CC(=N4)C5=CN=CC=C5. Cell line: NCI-H226. Synergy scores: CSS=20.8, Synergy_ZIP=-0.511, Synergy_Bliss=5.22, Synergy_Loewe=0.809, Synergy_HSA=3.87. (8) Drug 1: C1=CC(=CC=C1C#N)C(C2=CC=C(C=C2)C#N)N3C=NC=N3. Drug 2: C(CC(=O)O)C(=O)CN.Cl. Cell line: T-47D. Synergy scores: CSS=0.865, Synergy_ZIP=-2.25, Synergy_Bliss=-1.41, Synergy_Loewe=-3.22, Synergy_HSA=-2.08. (9) Drug 2: CN(C(=O)NC(C=O)C(C(C(CO)O)O)O)N=O. Cell line: SF-539. Synergy scores: CSS=41.6, Synergy_ZIP=-7.22, Synergy_Bliss=-14.3, Synergy_Loewe=-29.1, Synergy_HSA=-13.5. Drug 1: C1=C(C(=O)NC(=O)N1)F.